Dataset: Reaction yield outcomes from USPTO patents with 853,638 reactions. Task: Predict the reaction yield, written as a fraction of the theoretical maximum amount of product (1.0 means a 100% yield; for example, 0.34 means a 34% yield). (1) The reactants are [CH3:1][C:2]1[C:6]([CH3:8])([CH3:7])[CH:5]([CH2:9][CH:10]=O)[CH2:4][CH:3]=1.[C:12]([CH:17]=P(C1C=CC=CC=1)(C1C=CC=CC=1)C1C=CC=CC=1)([O:14][CH2:15][CH3:16])=[O:13]. The catalyst is C(OC)(C)(C)C. The product is [CH3:8][C:6]1([CH3:7])[C:2]([CH3:1])=[CH:3][CH2:4][CH:5]1[CH2:9][CH:10]=[CH:17][C:12]([O:14][CH2:15][CH3:16])=[O:13]. The yield is 0.890. (2) The reactants are [NH2:1][C:2]1[N:3]=[CH:4][C:5]2[C:10]([CH:11]=1)=[CH:9][CH:8]=[CH:7][CH:6]=2.C[Al](C)C.C[O:17][C:18]([C:20]1[C:21]([NH:26][CH2:27][C:28]2[CH:33]=[CH:32][N:31]=[CH:30][CH:29]=2)=[N:22][CH:23]=[N:24][CH:25]=1)=O. The catalyst is C1(C)C=CC=CC=1. The product is [CH:4]1[C:5]2[C:10](=[CH:9][CH:8]=[CH:7][CH:6]=2)[CH:11]=[C:2]([NH:1][C:18]([C:20]2[C:21]([NH:26][CH2:27][C:28]3[CH:33]=[CH:32][N:31]=[CH:30][CH:29]=3)=[N:22][CH:23]=[N:24][CH:25]=2)=[O:17])[N:3]=1. The yield is 0.240.